This data is from Full USPTO retrosynthesis dataset with 1.9M reactions from patents (1976-2016). The task is: Predict the reactants needed to synthesize the given product. (1) Given the product [F:1][C:2]([F:16])([F:15])[S:3]([O:6][C:7]12[CH2:13][CH:10]([CH2:11][CH2:12]1)[CH2:9][C:8]2=[O:17])(=[O:5])=[O:4], predict the reactants needed to synthesize it. The reactants are: [F:1][C:2]([F:16])([F:15])[S:3]([O:6][C:7]12[CH2:13][CH:10]([CH2:11][CH2:12]1)[CH2:9][C:8]2=C)(=[O:5])=[O:4].[O:17]=[O+][O-].CSC.O. (2) The reactants are: [C:1]([O:9][CH2:10][C@@H:11]([NH:13][C:14]([O:16][C:17]([CH3:20])([CH3:19])[CH3:18])=[O:15])[CH3:12])(=[O:8])[C:2]1[CH:7]=[CH:6][CH:5]=[CH:4][CH:3]=1.[CH2:21](I)[CH3:22]. Given the product [C:1]([O:9][CH2:10][C@@H:11]([N:13]([C:14]([O:16][C:17]([CH3:19])([CH3:18])[CH3:20])=[O:15])[CH2:21][CH3:22])[CH3:12])(=[O:8])[C:2]1[CH:3]=[CH:4][CH:5]=[CH:6][CH:7]=1, predict the reactants needed to synthesize it. (3) Given the product [OH:8][C:9]1[CH:10]=[C:11]([CH:16]=[C:17]([O:19][C@@H:20]([CH3:24])[CH2:21][O:22][CH3:23])[CH:18]=1)[C:12]([O:14][CH3:15])=[O:13], predict the reactants needed to synthesize it. The reactants are: C([O:8][C:9]1[CH:10]=[C:11]([CH:16]=[C:17]([O:19][C@@H:20]([CH3:24])[CH2:21][O:22][CH3:23])[CH:18]=1)[C:12]([O:14][CH3:15])=[O:13])C1C=CC=CC=1. (4) Given the product [CH3:49][N:50]([CH3:51])[C:19]([C:16]1[N:15]=[C:14]([NH:22][CH2:23][C:24]2[C:29]([CH3:30])=[CH:28][CH:27]=[CH:26][C:25]=2[CH2:31][CH3:32])[C:13]2[N:12]=[C:11]([CH3:33])[N:10]([CH2:9][O:8][CH2:1][C:2]3[CH:7]=[CH:6][CH:5]=[CH:4][CH:3]=3)[C:18]=2[CH:17]=1)=[O:21], predict the reactants needed to synthesize it. The reactants are: [CH2:1]([O:8][CH2:9][N:10]1[C:18]2[CH:17]=[C:16]([C:19]([OH:21])=O)[N:15]=[C:14]([NH:22][CH2:23][C:24]3[C:29]([CH3:30])=[CH:28][CH:27]=[CH:26][C:25]=3[CH2:31][CH3:32])[C:13]=2[N:12]=[C:11]1[CH3:33])[C:2]1[CH:7]=[CH:6][CH:5]=[CH:4][CH:3]=1.F[B-](F)(F)F.N1(O[C:49](N(C)C)=[N+:50](C)[CH3:51])C2C=CC=CC=2N=N1.CNC.O. (5) The reactants are: [CH3:1][C:2]1[CH:6]=[C:5]([CH3:7])[NH:4][N:3]=1.[N:8]([CH2:11][Si:12]([O:16][CH3:17])([O:14][CH3:15])[CH3:13])=[C:9]=[O:10]. Given the product [CH3:1][C:2]1[CH:6]=[C:5]([CH3:7])[N:4]([C:9](=[O:10])[NH:8][CH2:11][Si:12]([O:16][CH3:17])([O:14][CH3:15])[CH3:13])[N:3]=1, predict the reactants needed to synthesize it. (6) Given the product [Cl:1][C:2]1[CH:3]=[C:4]([NH:20][S:30]([C:23]2[CH:24]=[C:25]([CH3:29])[C:26]([Cl:28])=[CH:27][C:22]=2[Cl:21])(=[O:32])=[O:31])[CH:5]=[C:6]([F:19])[C:7]=1[O:8][C:9]1[CH:10]=[N:11][C:12]2[C:17]([CH:18]=1)=[CH:16][CH:15]=[CH:14][CH:13]=2, predict the reactants needed to synthesize it. The reactants are: [Cl:1][C:2]1[CH:3]=[C:4]([NH2:20])[CH:5]=[C:6]([F:19])[C:7]=1[O:8][C:9]1[CH:10]=[N:11][C:12]2[C:17]([CH:18]=1)=[CH:16][CH:15]=[CH:14][CH:13]=2.[Cl:21][C:22]1[CH:27]=[C:26]([Cl:28])[C:25]([CH3:29])=[CH:24][C:23]=1[S:30](Cl)(=[O:32])=[O:31].